From a dataset of Reaction yield outcomes from USPTO patents with 853,638 reactions. Predict the reaction yield, written as a fraction of the theoretical maximum amount of product (1.0 means a 100% yield; for example, 0.34 means a 34% yield). (1) The reactants are [O-]P([O-])([O-])=O.[K+].[K+].[K+].[C@@H:9]1([NH2:16])[CH2:14][CH2:13][CH2:12][CH2:11][C@H:10]1[NH2:15].Br[C:18]1[CH:23]=[CH:22][C:21]([CH3:24])=[CH:20][CH:19]=1. The catalyst is [Cu]I.O1CCOCC1. The product is [CH3:24][C:21]1[CH:22]=[CH:23][C:18]([NH:15][C@@H:10]2[CH2:11][CH2:12][CH2:13][CH2:14][C@H:9]2[NH2:16])=[CH:19][CH:20]=1. The yield is 0.640. (2) The reactants are C(Cl)(=O)C(Cl)=O.CS(C)=O.[F:11][C:12]1[CH:13]=[C:14]([C@:25]([NH:40][C:41]([NH:43][C@@H:44]2[CH2:48][CH2:47][CH2:46][C@H:45]2[OH:49])=[O:42])([C:33]2[CH:38]=[CH:37][C:36]([F:39])=[CH:35][CH:34]=2)[CH2:26][C:27]2[CH:32]=[CH:31][CH:30]=[CH:29][CH:28]=2)[CH:15]=[C:16]([O:18][C:19]([F:24])([F:23])[CH:20]([F:22])[F:21])[CH:17]=1. The catalyst is C(Cl)Cl. The product is [F:11][C:12]1[CH:13]=[C:14]([C@:25]([NH:40][C:41]([NH:43][C:44]2[C:45](=[O:49])[CH2:46][CH2:47][CH:48]=2)=[O:42])([C:33]2[CH:38]=[CH:37][C:36]([F:39])=[CH:35][CH:34]=2)[CH2:26][C:27]2[CH:28]=[CH:29][CH:30]=[CH:31][CH:32]=2)[CH:15]=[C:16]([O:18][C:19]([F:23])([F:24])[CH:20]([F:21])[F:22])[CH:17]=1.[F:11][C:12]1[CH:13]=[C:14]([C@:25]([NH:40][C:41]([NH:43][C@@H:44]2[CH2:48][CH2:47][CH2:46][C:45]2=[O:49])=[O:42])([C:33]2[CH:38]=[CH:37][C:36]([F:39])=[CH:35][CH:34]=2)[CH2:26][C:27]2[CH:28]=[CH:29][CH:30]=[CH:31][CH:32]=2)[CH:15]=[C:16]([O:18][C:19]([F:23])([F:24])[CH:20]([F:21])[F:22])[CH:17]=1. The yield is 0.140. (3) The reactants are [Si]([O:8][CH2:9][CH2:10][N:11]([CH:42]([CH3:44])[CH3:43])[C:12]([C:14]1[C:19]([O:20][CH2:21][C:22]2[CH:27]=[CH:26][CH:25]=[CH:24][CH:23]=2)=[C:18]([OH:28])[N:17]=[C:16]([CH2:29][C:30]2([C:35]3[CH:40]=[CH:39][C:38]([Cl:41])=[CH:37][CH:36]=3)[CH2:34][CH2:33][CH2:32][CH2:31]2)[N:15]=1)=[O:13])(C(C)(C)C)(C)C.OCCN(C)C(C1C(OCC2C=CC=CC=2)=C(O)N=C(CC2C=CC=CC=2C2C=CC=CC=2)N=1)=O. No catalyst specified. The product is [OH:8][CH2:9][CH2:10][N:11]([CH:42]([CH3:44])[CH3:43])[C:12]([C:14]1[C:19]([O:20][CH2:21][C:22]2[CH:27]=[CH:26][CH:25]=[CH:24][CH:23]=2)=[C:18]([OH:28])[N:17]=[C:16]([CH2:29][C:30]2([C:35]3[CH:40]=[CH:39][C:38]([Cl:41])=[CH:37][CH:36]=3)[CH2:34][CH2:33][CH2:32][CH2:31]2)[N:15]=1)=[O:13]. The yield is 0.696. (4) The reactants are Cl[CH2:2][C:3]([NH:5][C:6]1[CH:14]=[CH:13][CH:12]=[C:11]2[C:7]=1[C:8](=[O:34])[N:9]([CH:16]([C:23]1[CH:28]=[CH:27][C:26]([O:29][CH3:30])=[C:25]([O:31][CH2:32][CH3:33])[CH:24]=1)[CH2:17][C:18]([N:20]([CH3:22])[CH3:21])=[O:19])[C:10]2=[O:15])=[O:4].[CH3:35][NH:36][CH3:37].O1CCCC1. The catalyst is C(#N)C.C(Cl)Cl.C(=O)([O-])O.[Na+]. The product is [CH3:35][N:36]([CH3:37])[CH2:2][C:3]([NH:5][C:6]1[CH:14]=[CH:13][CH:12]=[C:11]2[C:7]=1[C:8](=[O:34])[N:9]([CH:16]([C:23]1[CH:28]=[CH:27][C:26]([O:29][CH3:30])=[C:25]([O:31][CH2:32][CH3:33])[CH:24]=1)[CH2:17][C:18]([N:20]([CH3:22])[CH3:21])=[O:19])[C:10]2=[O:15])=[O:4]. The yield is 0.570. (5) The reactants are [NH2:1][C:2]1[N:7]=[CH:6][N:5]=[C:4]2[N:8]([C@@H:25]3[CH2:30][CH2:29][CH2:28][N:27]([C:31](=[O:35])[CH2:32][C:33]#[N:34])[CH2:26]3)[N:9]=[C:10]([C:11]3[CH:16]=[CH:15][C:14]([O:17][C:18]4[CH:23]=[CH:22][CH:21]=[C:20]([F:24])[CH:19]=4)=[CH:13][CH:12]=3)[C:3]=12.[CH:36]1([CH:39]=O)[CH2:38][CH2:37]1.N1CCCCC1.ClCCl. The catalyst is CO. The product is [NH2:1][C:2]1[N:7]=[CH:6][N:5]=[C:4]2[N:8]([C@@H:25]3[CH2:30][CH2:29][CH2:28][N:27]([C:31]([C:32](=[CH:39][CH:36]4[CH2:38][CH2:37]4)[C:33]#[N:34])=[O:35])[CH2:26]3)[N:9]=[C:10]([C:11]3[CH:16]=[CH:15][C:14]([O:17][C:18]4[CH:23]=[CH:22][CH:21]=[C:20]([F:24])[CH:19]=4)=[CH:13][CH:12]=3)[C:3]=12. The yield is 0.270. (6) The reactants are [F:1][C:2]([F:25])([F:24])[C:3](=[O:23])[CH2:4][C:5]([CH3:22])([C:7]1[C:15]2[O:14][CH2:13][CH2:12][C:11]=2[CH:10]=[C:9]([C:16]2[CH:17]=[N:18][CH:19]=[N:20][CH:21]=2)[CH:8]=1)[CH3:6].[CH3:26][S+](C)(C)=O.[H-].[Na+].[I-].C[S+](C)(C)=O. The catalyst is CS(C)=O.C1COCC1.CS(C)=O.O. The product is [CH3:6][C:5]([C:7]1[C:15]2[O:14][CH2:13][CH2:12][C:11]=2[CH:10]=[C:9]([C:16]2[CH:21]=[N:20][CH:19]=[N:18][CH:17]=2)[CH:8]=1)([CH3:22])[CH2:4][C:3]1([C:2]([F:24])([F:1])[F:25])[CH2:26][O:23]1. The yield is 0.990. (7) The reactants are [Cl:1][C:2]1[CH:3]=[CH:4][C:5]2[O:9][C:8]([C:10]3[CH:15]=[CH:14][C:13]([F:16])=[CH:12][CH:11]=3)=[C:7](I)[C:6]=2[C:18]=1[F:19].C([Li])CCC.N1([CH:31]=[O:32])CCCCC1. The catalyst is C1COCC1. The product is [Cl:1][C:2]1[CH:3]=[CH:4][C:5]2[O:9][C:8]([C:10]3[CH:15]=[CH:14][C:13]([F:16])=[CH:12][CH:11]=3)=[C:7]([CH:31]=[O:32])[C:6]=2[C:18]=1[F:19]. The yield is 0.740. (8) The reactants are [C:1]1([C:7]2[CH:8]=[C:9]([CH2:12][C:13](=S)[C:14]([OH:16])=[O:15])[S:10][CH:11]=2)[CH:6]=[CH:5][CH:4]=[CH:3][CH:2]=1.Cl.[NH2:19][OH:20]. The catalyst is [O-]CC.[Na+]. The product is [OH:20][N:19]=[C:13]([CH2:12][C:9]1[S:10][CH:11]=[C:7]([C:1]2[CH:6]=[CH:5][CH:4]=[CH:3][CH:2]=2)[CH:8]=1)[C:14]([OH:16])=[O:15]. The yield is 0.890. (9) The reactants are [C:1]([O:5][C:6](=[O:14])[NH:7][C@H:8]([C:12]#[N:13])[CH2:9][C:10]#[CH:11])([CH3:4])([CH3:3])[CH3:2].[Cl-].[NH4+].[N-:17]=[N+:18]=[N-:19].[Na+]. The catalyst is CN(C=O)C. The product is [C:1]([O:5][C:6](=[O:14])[NH:7][C@H:8]([C:12]1[NH:19][N:18]=[N:17][N:13]=1)[CH2:9][C:10]#[CH:11])([CH3:4])([CH3:2])[CH3:3]. The yield is 0.960. (10) The reactants are [ClH:1].Cl.[CH2:3]([C:7]1[N:8]=[N:9][C:10]([O:26][CH:27]2[CH2:32][CH2:31][NH:30][CH2:29][CH2:28]2)=[CH:11][C:12]=1[C:13]1[CH:18]=[CH:17][C:16]([O:19][CH:20]2[CH2:25][CH2:24][CH2:23][CH2:22][CH2:21]2)=[CH:15][CH:14]=1)[CH2:4][CH2:5][CH3:6].[Cl:33][CH2:34][C:35]([CH3:38])([OH:37])[CH3:36].C(=O)([O-])[O-].[K+].[K+].Cl. The catalyst is CCO.O.CCOC(C)=O.C(Cl)Cl.CCOCC. The product is [ClH:33].[ClH:1].[CH2:3]([C:7]1[N:8]=[N:9][C:10]([O:26][CH:27]2[CH2:32][CH2:31][N:30]([CH2:34][C:35]([CH3:38])([OH:37])[CH3:36])[CH2:29][CH2:28]2)=[CH:11][C:12]=1[C:13]1[CH:14]=[CH:15][C:16]([O:19][CH:20]2[CH2:25][CH2:24][CH2:23][CH2:22][CH2:21]2)=[CH:17][CH:18]=1)[CH2:4][CH2:5][CH3:6]. The yield is 0.770.